Dataset: Reaction yield outcomes from USPTO patents with 853,638 reactions. Task: Predict the reaction yield, written as a fraction of the theoretical maximum amount of product (1.0 means a 100% yield; for example, 0.34 means a 34% yield). The reactants are [NH2:1][C:2]1[CH:18]=[CH:17][C:5]2[N:6](CC(F)(F)F)[CH2:7][CH:8](CC)[O:9][C:4]=2[CH:3]=1.FC(F)(F)[C:21](=O)[CH2:22][C:23](OCC)=[O:24]. No catalyst specified. The product is [N:6]1[CH:7]=[CH:8][O:9][C:4]2[C:5]=1[CH:17]=[C:18]1[C:2]([CH:3]=2)=[N:1][C:23](=[O:24])[CH:22]=[CH:21]1. The yield is 0.510.